From a dataset of Forward reaction prediction with 1.9M reactions from USPTO patents (1976-2016). Predict the product of the given reaction. Given the reactants [O:1]=[O+][O-].C([C:6](=P(C1C=CC=CC=1)(C1C=CC=CC=1)C1C=CC=CC=1)[C:7]([C@@H:9]([NH:14][C:15](=[O:39])[O:16][C@H:17]([CH2:22][CH2:23][C:24]1[O:25][C:26]([C:29]2[CH:34]=[CH:33][C:32]([C:35]([F:38])([F:37])[F:36])=[CH:31][CH:30]=2)=[N:27][N:28]=1)[C:18]([CH3:21])([CH3:20])[CH3:19])[CH2:10][CH2:11][CH2:12][CH3:13])=[O:8])#N.[NH:59]1[C:63]([NH2:64])=[CH:62][CH:61]=[N:60]1, predict the reaction product. The product is: [O:1]=[C:6]([NH:64][C:63]1[NH:59][N:60]=[CH:61][CH:62]=1)[C:7]([C@@H:9]([NH:14][C:15](=[O:39])[O:16][C@H:17]([CH2:22][CH2:23][C:24]1[O:25][C:26]([C:29]2[CH:34]=[CH:33][C:32]([C:35]([F:36])([F:38])[F:37])=[CH:31][CH:30]=2)=[N:27][N:28]=1)[C:18]([CH3:19])([CH3:21])[CH3:20])[CH2:10][CH2:11][CH2:12][CH3:13])=[O:8].